From a dataset of Full USPTO retrosynthesis dataset with 1.9M reactions from patents (1976-2016). Predict the reactants needed to synthesize the given product. (1) Given the product [Cl:1][C:2]1[CH:3]=[N:4][CH:5]=[CH:6][C:7]=1[N:8]([CH3:25])[C:9]([C:11]1[S:24][C:14]2[C:15]3[CH:23]=[CH:22][CH:21]=[CH:20][C:16]=3[O:17][CH2:18][CH2:19][C:13]=2[CH:12]=1)=[O:10], predict the reactants needed to synthesize it. The reactants are: [Cl:1][C:2]1[CH:3]=[N:4][CH:5]=[CH:6][C:7]=1[NH:8][C:9]([C:11]1[S:24][C:14]2[C:15]3[CH:23]=[CH:22][CH:21]=[CH:20][C:16]=3[O:17][CH2:18][CH2:19][C:13]=2[CH:12]=1)=[O:10].[CH3:25]N(C=O)C.[H-].[Na+].CI. (2) The reactants are: [CH:1]1([NH:4][C:5](=[O:26])[C:6]2[CH:11]=[CH:10][C:9]([CH3:12])=[C:8]([NH:13][C:14]3[CH:15]=[C:16]4[C:20](=[CH:21][CH:22]=3)[C:19](=[O:23])[C:18]([CH3:25])([CH3:24])[CH2:17]4)[CH:7]=2)[CH2:3][CH2:2]1.[CH3:27][O:28][CH2:29][C:30](Cl)=[O:31]. Given the product [CH:1]1([NH:4][C:5](=[O:26])[C:6]2[CH:11]=[CH:10][C:9]([CH3:12])=[C:8]([N:13]([C:14]3[CH:15]=[C:16]4[C:20](=[CH:21][CH:22]=3)[C:19](=[O:23])[C:18]([CH3:24])([CH3:25])[CH2:17]4)[C:30](=[O:31])[CH2:29][O:28][CH3:27])[CH:7]=2)[CH2:2][CH2:3]1, predict the reactants needed to synthesize it. (3) Given the product [C:22]([O:26][C:27](=[O:35])[NH:28][CH:29]1[CH2:34][CH2:33][N:32]([C:8](=[O:21])[NH:9][C:10]2[S:11][C:12]3[N:13]=[CH:14][N:15]=[C:16]([O:19][CH3:20])[C:17]=3[N:18]=2)[CH2:31][CH2:30]1)([CH3:25])([CH3:23])[CH3:24], predict the reactants needed to synthesize it. The reactants are: C1(O[C:8](=[O:21])[NH:9][C:10]2[S:11][C:12]3[N:13]=[CH:14][N:15]=[C:16]([O:19][CH3:20])[C:17]=3[N:18]=2)C=CC=CC=1.[C:22]([O:26][C:27](=[O:35])[NH:28][CH:29]1[CH2:34][CH2:33][NH:32][CH2:31][CH2:30]1)([CH3:25])([CH3:24])[CH3:23]. (4) The reactants are: [S:1]1[CH:5]=[CH:4][N:3]=[C:2]1[C:6]#[N:7].[C:8](OC)(=[O:16])[C:9]1[C:10](=[CH:12][CH:13]=[CH:14][CH:15]=1)[SH:11].C(N(CC)CC)C. Given the product [S:1]1[CH:5]=[CH:4][N:3]=[C:2]1[C:6]1[S:11][C:10]2[CH:12]=[CH:13][CH:14]=[CH:15][C:9]=2[C:8](=[O:16])[N:7]=1, predict the reactants needed to synthesize it. (5) The reactants are: Cl[C:2]1[C:3]([CH2:8][NH:9][C:10]([CH:12]2[CH2:16][C:15](=[O:17])[N:14]([CH3:18])[CH2:13]2)=[O:11])=[N:4][CH:5]=[CH:6][N:7]=1.[C:19](=O)([O-])[O-].[K+].[K+].CB1OB(C)OB(C)O1. Given the product [CH3:18][N:14]1[C:15](=[O:17])[CH2:16][CH:12]([C:10]([NH:9][CH2:8][C:3]2[C:2]([CH3:19])=[N:7][CH:6]=[CH:5][N:4]=2)=[O:11])[CH2:13]1, predict the reactants needed to synthesize it.